From a dataset of Forward reaction prediction with 1.9M reactions from USPTO patents (1976-2016). Predict the product of the given reaction. (1) Given the reactants [C:1]1(C)C=CC(S(O)(=O)=O)=C[CH:2]=1.C(OC(=O)C(=N[NH:19][C:20]1[CH:25]=[C:24]([CH3:26])[C:23]([O:27][C:28]2[CH:33]=[CH:32][C:31]([OH:34])=[C:30]([CH:35]([CH3:37])[CH3:36])[CH:29]=2)=[C:22]([CH3:38])[CH:21]=1)C)C.[C:40]([O-:43])(O)=[O:41].[Na+].[C:45](OCC)(=O)[CH3:46], predict the reaction product. The product is: [CH2:45]([O:43][C:40]([C:1]1[NH:19][C:20]2[C:21]([CH:2]=1)=[C:22]([CH3:38])[C:23]([O:27][C:28]1[CH:33]=[CH:32][C:31]([OH:34])=[C:30]([CH:35]([CH3:37])[CH3:36])[CH:29]=1)=[C:24]([CH3:26])[CH:25]=2)=[O:41])[CH3:46]. (2) Given the reactants O1CCOCC1.Br[C:8]1[CH:13]=[CH:12][C:11]([N+:14]([O-:16])=[O:15])=[CH:10][N:9]=1.[C:17]([C:19]1[CH:28]=[CH:27][C:22]([C:23]([O:25][CH3:26])=[O:24])=[CH:21][CH:20]=1)#[CH:18].C(NC(C)C)(C)C, predict the reaction product. The product is: [N+:14]([C:11]1[CH:12]=[CH:13][C:8]([C:18]#[C:17][C:19]2[CH:28]=[CH:27][C:22]([C:23]([O:25][CH3:26])=[O:24])=[CH:21][CH:20]=2)=[N:9][CH:10]=1)([O-:16])=[O:15]. (3) Given the reactants C(O[C:6](=[O:31])[NH:7][C@H:8]([C:10](=[O:30])[NH:11][C@H:12]([B:17]1[O:25][C@H:24]2[C@:19]([CH3:29])([C@H:20]3[CH2:26][C@@H:22]([CH2:23]2)[C:21]3([CH3:28])[CH3:27])[O:18]1)[CH2:13][CH:14]([CH3:16])[CH3:15])[CH3:9])(C)(C)C.[C:32]1([C:54]2[CH:59]=[CH:58][CH:57]=[CH:56][CH:55]=2)[CH:37]=[CH:36][CH:35]=[C:34]([NH:38][C@@H:39]([CH2:43][C:44]2[CH:49]=[CH:48][C:47]([O:50][CH3:51])=[C:46]([O:52][CH3:53])[CH:45]=2)C(O)=O)[CH:33]=1, predict the reaction product. The product is: [C:32]1([C:54]2[CH:55]=[CH:56][CH:57]=[CH:58][CH:59]=2)[CH:37]=[CH:36][CH:35]=[C:34]([NH:38][C@@H:39]([CH2:43][C:44]2[CH:49]=[CH:48][C:47]([O:50][CH3:51])=[C:46]([O:52][CH3:53])[CH:45]=2)[C:6]([NH:7][C@H:8]([C:10](=[O:30])[NH:11][C@H:12]([B:17]2[O:25][C@H:24]3[C@:19]([CH3:29])([C@H:20]4[CH2:26][C@@H:22]([CH2:23]3)[C:21]4([CH3:27])[CH3:28])[O:18]2)[CH2:13][CH:14]([CH3:16])[CH3:15])[CH3:9])=[O:31])[CH:33]=1. (4) Given the reactants [NH2:1][C:2]1[CH:31]=[CH:30][C:5]([CH2:6][C:7]2[NH:15][C:14]3[C:13](=[O:16])[N:12]([CH2:17][C:18]4[CH:23]=[CH:22][CH:21]=[CH:20][C:19]=4[F:24])[C:11](=[O:25])[N:10]([CH2:26][CH2:27][CH2:28][CH3:29])[C:9]=3[N:8]=2)=[CH:4][CH:3]=1.[Cl:32][C:33]1[C:38]([Cl:39])=[CH:37][CH:36]=[CH:35][C:34]=1[S:40](Cl)(=[O:42])=[O:41], predict the reaction product. The product is: [CH2:26]([N:10]1[C:9]2[N:8]=[C:7]([CH2:6][C:5]3[CH:4]=[CH:3][C:2]([NH:1][S:40]([C:34]4[CH:35]=[CH:36][CH:37]=[C:38]([Cl:39])[C:33]=4[Cl:32])(=[O:42])=[O:41])=[CH:31][CH:30]=3)[NH:15][C:14]=2[C:13](=[O:16])[N:12]([CH2:17][C:18]2[CH:23]=[CH:22][CH:21]=[CH:20][C:19]=2[F:24])[C:11]1=[O:25])[CH2:27][CH2:28][CH3:29].